Predict the reactants needed to synthesize the given product. From a dataset of Full USPTO retrosynthesis dataset with 1.9M reactions from patents (1976-2016). (1) The reactants are: [F:1][C:2]([F:19])([F:18])[C:3]1([CH2:6][O:7][S:8]([C:11]2[CH:16]=[CH:15][C:14]([CH3:17])=[CH:13][CH:12]=2)(=[O:10])=[O:9])[CH2:5][CH2:4]1.[NH2:20][C:21]([NH2:23])=[S:22]. Given the product [C:14]1([CH3:17])[CH:13]=[CH:12][C:11]([S:8]([OH:10])(=[O:7])=[O:9])=[CH:16][CH:15]=1.[F:19][C:2]([F:1])([F:18])[C:3]1([CH2:6][S:22][C:21](=[NH:20])[NH2:23])[CH2:4][CH2:5]1, predict the reactants needed to synthesize it. (2) Given the product [CH2:31]([N:18]1[C:14]2=[N:15][C:16]([CH3:17])=[C:11]([CH:6]([O:5][C:1]([CH3:3])([CH3:2])[CH3:4])[C:7]([OH:9])=[O:8])[C:12]([C:21]3[CH:22]=[C:23]4[C:28](=[CH:29][CH:30]=3)[O:27][CH2:26][CH2:25][CH2:24]4)=[C:13]2[CH:20]=[CH:19]1)[C:32]1[CH:37]=[CH:36][CH:35]=[CH:34][CH:33]=1, predict the reactants needed to synthesize it. The reactants are: [C:1]([O:5][CH:6]([C:11]1[C:12]([C:21]2[CH:22]=[C:23]3[C:28](=[CH:29][CH:30]=2)[O:27][CH2:26][CH2:25][CH2:24]3)=[C:13]2[CH:20]=[CH:19][NH:18][C:14]2=[N:15][C:16]=1[CH3:17])[C:7]([O:9]C)=[O:8])([CH3:4])([CH3:3])[CH3:2].[CH2:31](Br)[C:32]1[CH:37]=[CH:36][CH:35]=[CH:34][CH:33]=1.